From a dataset of Reaction yield outcomes from USPTO patents with 853,638 reactions. Predict the reaction yield, written as a fraction of the theoretical maximum amount of product (1.0 means a 100% yield; for example, 0.34 means a 34% yield). (1) No catalyst specified. The yield is 0.890. The reactants are [NH:1]1[C:5]2=[N:6][C:7]([C:10]#[N:11])=[CH:8][CH:9]=[C:4]2[CH:3]=[CH:2]1.Cl[CH2:13][CH:14]([CH3:16])[CH3:15]. The product is [CH2:13]([N:1]1[C:5]2=[N:6][C:7]([C:10]#[N:11])=[CH:8][CH:9]=[C:4]2[CH:3]=[CH:2]1)[CH:14]([CH3:16])[CH3:15]. (2) The reactants are [NH2:1][C:2]1[C:11]([O:12][C@@H:13]([C:20]2[CH:25]=[CH:24][CH:23]=[CH:22][CH:21]=2)[CH2:14][N:15]2[CH:19]=[CH:18][N:17]=[CH:16]2)=[CH:10][CH:9]=[C:8]2[C:3]=1[CH2:4][CH2:5][CH2:6][C:7]2=[O:26].N1C=CC=CC=1.[C:33]1([S:39](Cl)(=[O:41])=[O:40])[CH:38]=[CH:37][CH:36]=[CH:35][CH:34]=1. The catalyst is C(Cl)Cl. The product is [N:15]1([CH2:14][C@H:13]([C:20]2[CH:25]=[CH:24][CH:23]=[CH:22][CH:21]=2)[O:12][C:11]2[CH:10]=[CH:9][C:8]3[C:7](=[O:26])[CH2:6][CH2:5][CH2:4][C:3]=3[C:2]=2[NH:1][S:39]([C:33]2[CH:38]=[CH:37][CH:36]=[CH:35][CH:34]=2)(=[O:41])=[O:40])[CH:19]=[CH:18][N:17]=[CH:16]1. The yield is 0.810. (3) The reactants are Br[C:2]1[CH:3]=[C:4]([C:24]([F:27])([F:26])[F:25])[N:5]2[CH2:22][CH2:21][N:20]([CH3:23])[C:7]3([CH2:12][CH2:11][N:10]([C:13]([O:15][C:16]([CH3:19])([CH3:18])[CH3:17])=[O:14])[CH2:9][CH2:8]3)[C:6]=12.[Li]CCCC.C1(S(N([F:52])S(C2C=CC=CC=2)(=O)=O)(=O)=O)C=CC=CC=1. The catalyst is C1COCC1. The product is [F:52][C:2]1[CH:3]=[C:4]([C:24]([F:27])([F:26])[F:25])[N:5]2[CH2:22][CH2:21][N:20]([CH3:23])[C:7]3([CH2:12][CH2:11][N:10]([C:13]([O:15][C:16]([CH3:19])([CH3:18])[CH3:17])=[O:14])[CH2:9][CH2:8]3)[C:6]=12. The yield is 0.430. (4) The reactants are C([N:8]1[C:13](=[O:14])[C:12]([CH3:15])=[C:11]2[S:16][CH:17]=[CH:18][N:10]2[C:9]1=[O:19])C1C=CC=CC=1.[Cl-].[Al+3].[Cl-].[Cl-]. The catalyst is C1C=CC=CC=1. The product is [CH3:15][C:12]1[C:13](=[O:14])[NH:8][C:9](=[O:19])[N:10]2[CH:18]=[CH:17][S:16][C:11]=12. The yield is 0.830. (5) The reactants are [Cl:1][C:2]1[N:7]=[C:6]([N:8]2[CH2:13][CH2:12][O:11][CH2:10][C@@H:9]2[CH3:14])[N:5]=[C:4]([NH:15][CH:16]2[CH2:19][N:18]([C:20]([O:22][C:23]([CH3:26])([CH3:25])[CH3:24])=[O:21])[CH2:17]2)[C:3]=1[CH2:27][CH2:28]O.CS(Cl)(=O)=O.C1CCN2C(=NCCC2)CC1. The catalyst is C(Cl)Cl.CN(C1C=CN=CC=1)C.[Cl-].[Na+].O. The product is [Cl:1][C:2]1[C:3]2[CH2:27][CH2:28][N:15]([CH:16]3[CH2:19][N:18]([C:20]([O:22][C:23]([CH3:26])([CH3:24])[CH3:25])=[O:21])[CH2:17]3)[C:4]=2[N:5]=[C:6]([N:8]2[CH2:13][CH2:12][O:11][CH2:10][C@@H:9]2[CH3:14])[N:7]=1. The yield is 0.830. (6) The reactants are [F:1][C:2]1[CH:3]=[C:4]([N:20]([C:29]2[CH:34]=[CH:33][C:32]([F:35])=[CH:31][CH:30]=2)[C:21]([C:23]2([C:26]([NH2:28])=[O:27])[CH2:25][CH2:24]2)=[O:22])[CH:5]=[CH:6][C:7]=1[O:8][C:9]1[C:18]2[C:13](=[CH:14][C:15]([OH:19])=[CH:16][CH:17]=2)[N:12]=[CH:11][CH:10]=1.[OH:36][CH:37]1[C:41]2([CH2:43][CH2:42]2)[CH2:40][N:39]([CH2:44][CH2:45][CH2:46]CS([O-])(=O)=O)[CH2:38]1.C([O-])([O-])=O.[Cs+].[Cs+]. The catalyst is CC(N(C)C)=O. The product is [OH:36][CH:37]1[C:41]2([CH2:43][CH2:42]2)[CH2:40][N:39]([CH2:44][CH2:45][CH2:46][O:19][C:15]2[CH:14]=[C:13]3[C:18]([C:9]([O:8][C:7]4[CH:6]=[CH:5][C:4]([N:20]([C:29]5[CH:30]=[CH:31][C:32]([F:35])=[CH:33][CH:34]=5)[C:21]([C:23]5([C:26]([NH2:28])=[O:27])[CH2:25][CH2:24]5)=[O:22])=[CH:3][C:2]=4[F:1])=[CH:10][CH:11]=[N:12]3)=[CH:17][CH:16]=2)[CH2:38]1. The yield is 0.820. (7) The reactants are [NH2:1][C:2]1[CH:11]=[CH:10][C:5]([O:6][CH2:7][CH2:8][OH:9])=[C:4]([Cl:12])[CH:3]=1.Cl.Cl[C:15]1[N:20]=[C:19]([NH:21][C@@H:22]2[CH2:30][C@H:29]3[N:25]([CH2:26][CH2:27][CH2:28]3)[C:24]([CH3:32])([CH3:31])[CH2:23]2)[C:18]([F:33])=[CH:17][N:16]=1.CC1C=CC(S(O)(=O)=O)=CC=1.O. The catalyst is CC(O)C. The product is [Cl:12][C:4]1[CH:3]=[C:2]([NH:1][C:15]2[N:20]=[C:19]([NH:21][C@@H:22]3[CH2:30][C@H:29]4[N:25]([CH2:26][CH2:27][CH2:28]4)[C:24]([CH3:31])([CH3:32])[CH2:23]3)[C:18]([F:33])=[CH:17][N:16]=2)[CH:11]=[CH:10][C:5]=1[O:6][CH2:7][CH2:8][OH:9]. The yield is 0.740.